From a dataset of Peptide-MHC class II binding affinity with 134,281 pairs from IEDB. Regression. Given a peptide amino acid sequence and an MHC pseudo amino acid sequence, predict their binding affinity value. This is MHC class II binding data. (1) The peptide sequence is AVLTGYSLFHKEKMILNE. The MHC is DRB1_0801 with pseudo-sequence DRB1_0801. The binding affinity (normalized) is 0.246. (2) The peptide sequence is MILAYMEDHLR. The MHC is HLA-DQA10102-DQB10604 with pseudo-sequence HLA-DQA10102-DQB10604. The binding affinity (normalized) is 0.0894.